This data is from Full USPTO retrosynthesis dataset with 1.9M reactions from patents (1976-2016). The task is: Predict the reactants needed to synthesize the given product. (1) Given the product [CH3:16][C:15](=[CH2:14])[CH2:17][O:1][C:2]1[CH:3]=[C:4]([CH:10]=[CH:11][CH:12]=1)[C:5]([OH:7])=[O:6], predict the reactants needed to synthesize it. The reactants are: [OH:1][C:2]1[CH:3]=[C:4]([CH:10]=[CH:11][CH:12]=1)[C:5]([O:7]CC)=[O:6].Br[CH2:14][C:15]([CH3:17])=[CH2:16].C(=O)([O-])[O-].[K+].[K+]. (2) Given the product [CH3:1][C:14]([O:23][CH2:22][CH2:21][OH:24])([C:15]1[CH:16]=[CH:17][CH:18]=[CH:19][CH:20]=1)[CH3:13], predict the reactants needed to synthesize it. The reactants are: [C:1]1(C)C=CC(S(O)(=O)=O)=CC=1.C[CH:13]=[CH:14][C:15]1[CH:20]=[CH:19][CH:18]=[CH:17][CH:16]=1.[CH2:21]([OH:24])[CH2:22][OH:23].